From a dataset of Reaction yield outcomes from USPTO patents with 853,638 reactions. Predict the reaction yield, written as a fraction of the theoretical maximum amount of product (1.0 means a 100% yield; for example, 0.34 means a 34% yield). (1) The reactants are [F:1][C:2]1[CH:3]=[C:4]([O:10]C)[C:5]([O:8]C)=[CH:6][CH:7]=1.[Br:12]B(Br)Br. The catalyst is ClCCl. The product is [Br:12][C:7]1[CH:6]=[C:5]([OH:8])[C:4]([OH:10])=[CH:3][C:2]=1[F:1]. The yield is 0.980. (2) The reactants are Br[C:2]1[CH:10]=[C:9]2[C:5]([CH2:6][N:7]([CH3:12])[C:8]2=[O:11])=[CH:4][CH:3]=1.[S:13]1[CH:17]=[CH:16][CH:15]=[C:14]1B(O)O. No catalyst specified. The product is [CH3:12][N:7]1[CH2:6][C:5]2[C:9](=[CH:10][C:2]([C:14]3[S:13][CH:17]=[CH:16][CH:15]=3)=[CH:3][CH:4]=2)[C:8]1=[O:11]. The yield is 0.970.